From a dataset of Experimentally validated miRNA-target interactions with 360,000+ pairs, plus equal number of negative samples. Binary Classification. Given a miRNA mature sequence and a target amino acid sequence, predict their likelihood of interaction. (1) The miRNA is hsa-miR-2355-5p with sequence AUCCCCAGAUACAAUGGACAA. The protein sequence of the target gene is MDEQALLGLNPNADSDFRQRALAYFEQLKISPDAWQVCAEALAQRTYSDDHVKFFCFQVLEHQVKYKYSELTTVQQQLIRETLISWLQAQMLNPQPEKTFIRNKAAQVFALLFVTEYLTKWPKFFFDILSVVDLNPRGVDLYLRILMAIDSELVDRDVVHTSEEARRNTLIKDTMREQCIPNLVESWYQILQNYQFTNSEVTCQCLEVVGAYVSWIDLSLIANDRFINMLLGHMSIEVLREEACDCLFEVVNKGMDPVDKMKLVESLCQVLQSAGFFSIDQEEDVDFLARFSKLVNGMGQ.... Result: 0 (no interaction). (2) The miRNA is hsa-miR-4294 with sequence GGGAGUCUACAGCAGGG. The protein sequence of the target gene is MAAALADMADLEELSRLSPLSPGSPGPAARGRAEPPEEEEEEDDEEAEAEAVAALLLNGGAGGGAGGGEAETMSEPSPESASQAGGDEDEDEEDDEDEGSSSGGAEEESSAESLVGSSSGGCSGDETRSLSPGAASSSSGDGDGKEGLEEPKGPRGGPGGPGSSGGGSSSSSVVSSGGDEGYGTGGGGSSATSGGRRGSLEMSSDGEPLSRMDSEDSISSTLMDIDSTISSGRSTPAMMNGQGSTTASSKHIAYNCCWDQCQACFNSSPDLADHIRSIHVDGQRGGVFVCLWKGCKVYNT.... Result: 0 (no interaction). (3) The miRNA is hsa-miR-5692a with sequence CAAAUAAUACCACAGUGGGUGU. The protein sequence of the target gene is MGKGVGRDKYEPAAVSEQGDKKGKKGKKDRDMDELKKEVSMDDHKLSLDELHRKYGTDLSRGLTSARAAEILARDGPNALTPPPTTPEWIKFCRQLFGGFSMLLWIGAILCFLAYSIQAATEEEPQNDNLYLGVVLSAVVIITGCFSYYQEAKSSKIMESFKNMVPQQALVIRNGEKMSINAEEVVVGDLVEVKGGDRIPADLRIISANGCKVDNSSLTGESEPQTRSPDFTNENPLETRNIAFFSTNCVEGTARGIVVYTGDRTVMGRIATLASGLEGGQTPIAAEIEHFIHIITGVAV.... Result: 0 (no interaction). (4) The miRNA is mmu-miR-7116-3p with sequence UUUUUUUCCUUUGCCUUCUCAG. The protein sequence of the target gene is MSGIKRTIKETDPDYEDVSVALPNKRHKAIENSARDAAVQKIETIIKEQFALEMKNKEHEIEVIDQRLIEARRMMDKLRACIVANYYASAGLLKVSEGSKTCDTMVFNHPAIKKFLESPSRSSSPANQRAETPSANHSESDSLSQHNDFLSDKDNNSNMDIEERLSNNMEQRPSRNTGRDTSRITGSHKTEQRNADLTDETSRLFVKKTIVVGNVSKYIPPDKREENDQSTHKWMVYVRGSRREPSINHFVKKVWFFLHPSYKPNDLVEVREPPFHLTRRGWGEFPVRVQVHFKDSQNKR.... Result: 0 (no interaction). (5) The miRNA is hsa-miR-335-5p with sequence UCAAGAGCAAUAACGAAAAAUGU. The protein sequence of the target gene is MKFKLHVNSARQYKDLWNMSDDKPFLCTAPGCGQRFTNEDHLAVHKHKHEMTLKFGPARNDSVIVADQTPTPTRFLKNCEEVGLFNELASPFENEFKKASEDDIKKMPLDLSPLATPIIRSKIEEPSVVETTHQDSPLPHPESTTSDEKEVPLAQTAQPTSAIVRPASLQVPNVLLTSSDSSVIIQQAVPSPTSSTVITQAPSSNRPIVPVPGPFPLLLHLPNGQTMPVAIPASITSSNVHVPAAVPLVRPVTMVPSVPGIPGPSSPQPVQSEAKMRLKAALTQQHPPVTNGDTVKGHGS.... Result: 1 (interaction). (6) The miRNA is mmu-miR-7a-5p with sequence UGGAAGACUAGUGAUUUUGUUGU. The protein sequence of the target gene is MLAGRAARTCALLALCLLGSGAQDFGPTRFICTSVPVDADMCAASVAAGGAEELRSNVLQLRETVLQQKETILSQKETIRELTTKLGRCESQSTLDSGPGEARSGGGRKQPGSGKNTMGDLSRTPAAETLSQLGQTLQSLKTRLENLEQYSRLNSSSQTNSLKDLLQSKIDDLERQVLSRVNTLEEGKGGPKNDTEERAKIESALTSLHQRISELEKGQKDNRPGDKFQLTFPLRTNYMYAKVKKSLPEMYAFTVCMWLKSSAAPGVGTPFSYAVPGQANELVLIEWGNNPMEILINDKV.... Result: 0 (no interaction).